From a dataset of Cav3 T-type calcium channel HTS with 100,875 compounds. Binary Classification. Given a drug SMILES string, predict its activity (active/inactive) in a high-throughput screening assay against a specified biological target. The drug is S1(=O)(=O)CC2SC(=NC2C1)Nc1ccc(C(=O)N2CCc3c(C2)cccc3)cc1. The result is 0 (inactive).